This data is from Reaction yield outcomes from USPTO patents with 853,638 reactions. The task is: Predict the reaction yield, written as a fraction of the theoretical maximum amount of product (1.0 means a 100% yield; for example, 0.34 means a 34% yield). (1) The reactants are [Br:1][C:2]1[CH:7]=[CH:6][CH:5]=[CH:4][C:3]=1I.[CH3:9][C:10]1[CH:15]=[C:14]([CH3:16])[CH:13]=[CH:12][C:11]=1[SH:17].C([N:25]1[CH2:30][CH2:29][NH:28][CH2:27][CH2:26]1)(OC(C)(C)C)=O. The product is [BrH:1].[CH3:9][C:10]1[CH:15]=[C:14]([CH3:16])[CH:13]=[CH:12][C:11]=1[S:17][C:2]1[CH:7]=[CH:6][CH:5]=[CH:4][C:3]=1[N:25]1[CH2:30][CH2:29][NH:28][CH2:27][CH2:26]1. The yield is 0.360. The catalyst is C1(C)C=CC=CC=1.C1C=CC(P(C2C(C3C(P(C4C=CC=CC=4)C4C=CC=CC=4)=CC=C4C=3C=CC=C4)=C3C(C=CC=C3)=CC=2)C2C=CC=CC=2)=CC=1. (2) The reactants are [Cl:1][C:2]1[C:7]([CH3:8])=[C:6]([S:9][CH:10]2[CH2:15][CH2:14][NH:13][CH2:12][CH2:11]2)[N:5]=[CH:4][N:3]=1.C(N(CC)CC)C.Cl[C:24]([O:26][CH:27]([CH3:29])[CH3:28])=[O:25]. The catalyst is CC#N. The product is [CH:27]([O:26][C:24]([N:13]1[CH2:14][CH2:15][CH:10]([S:9][C:6]2[C:7]([CH3:8])=[C:2]([Cl:1])[N:3]=[CH:4][N:5]=2)[CH2:11][CH2:12]1)=[O:25])([CH3:29])[CH3:28]. The yield is 0.850.